From a dataset of NCI-60 drug combinations with 297,098 pairs across 59 cell lines. Regression. Given two drug SMILES strings and cell line genomic features, predict the synergy score measuring deviation from expected non-interaction effect. (1) Drug 1: C1=NC2=C(N=C(N=C2N1C3C(C(C(O3)CO)O)F)Cl)N. Drug 2: CC=C1C(=O)NC(C(=O)OC2CC(=O)NC(C(=O)NC(CSSCCC=C2)C(=O)N1)C(C)C)C(C)C. Cell line: SF-268. Synergy scores: CSS=64.4, Synergy_ZIP=2.00, Synergy_Bliss=0.333, Synergy_Loewe=-45.4, Synergy_HSA=-0.794. (2) Drug 1: CC1=C(C=C(C=C1)NC2=NC=CC(=N2)N(C)C3=CC4=NN(C(=C4C=C3)C)C)S(=O)(=O)N.Cl. Drug 2: C1CN(P(=O)(OC1)NCCCl)CCCl. Cell line: NCI-H460. Synergy scores: CSS=-5.50, Synergy_ZIP=1.72, Synergy_Bliss=-2.66, Synergy_Loewe=-6.03, Synergy_HSA=-5.81. (3) Drug 1: CCC1(CC2CC(C3=C(CCN(C2)C1)C4=CC=CC=C4N3)(C5=C(C=C6C(=C5)C78CCN9C7C(C=CC9)(C(C(C8N6C=O)(C(=O)OC)O)OC(=O)C)CC)OC)C(=O)OC)O.OS(=O)(=O)O. Drug 2: CC1C(C(CC(O1)OC2CC(CC3=C2C(=C4C(=C3O)C(=O)C5=CC=CC=C5C4=O)O)(C(=O)C)O)N)O. Cell line: HL-60(TB). Synergy scores: CSS=46.3, Synergy_ZIP=6.92, Synergy_Bliss=4.74, Synergy_Loewe=3.22, Synergy_HSA=5.91.